This data is from NCI-60 drug combinations with 297,098 pairs across 59 cell lines. The task is: Regression. Given two drug SMILES strings and cell line genomic features, predict the synergy score measuring deviation from expected non-interaction effect. Drug 1: CC1=C(C=C(C=C1)NC2=NC=CC(=N2)N(C)C3=CC4=NN(C(=C4C=C3)C)C)S(=O)(=O)N.Cl. Drug 2: CC=C1C(=O)NC(C(=O)OC2CC(=O)NC(C(=O)NC(CSSCCC=C2)C(=O)N1)C(C)C)C(C)C. Cell line: SR. Synergy scores: CSS=68.4, Synergy_ZIP=-4.74, Synergy_Bliss=-7.63, Synergy_Loewe=-32.4, Synergy_HSA=-5.23.